Dataset: Reaction yield outcomes from USPTO patents with 853,638 reactions. Task: Predict the reaction yield, written as a fraction of the theoretical maximum amount of product (1.0 means a 100% yield; for example, 0.34 means a 34% yield). The reactants are [CH3:1][C:2]1[S:6][C:5]2[NH:7][C:8]3[CH:9]=[CH:10][CH:11]=[CH:12][C:13]=3[N:14]=[C:15]([N:16]3[CH2:21][CH2:20][N:19]([CH3:22])[CH2:18][CH2:17]3)[C:4]=2[CH:3]=1.[C:23]([O:34][CH2:35][CH:36]([O:50][C:51]([O:53][CH2:54][I:55])=[O:52])[CH2:37][O:38][C:39](=[O:49])[CH2:40][CH2:41][CH2:42][CH2:43][CH2:44][CH2:45][CH2:46][CH2:47][CH3:48])(=[O:33])[CH2:24][CH2:25][CH2:26][CH2:27][CH2:28][CH2:29][CH2:30][CH2:31][CH3:32]. The catalyst is C(OCC)(=O)C.C(OCC)C. The product is [I-:55].[C:23]([O:34][CH2:35][CH:36]([O:50][C:51]([O:53][CH2:54][N+:19]1([CH3:22])[CH2:20][CH2:21][N:16]([C:15]2[C:4]3[CH:3]=[C:2]([CH3:1])[S:6][C:5]=3[NH:7][C:8]3[CH:9]=[CH:10][CH:11]=[CH:12][C:13]=3[N:14]=2)[CH2:17][CH2:18]1)=[O:52])[CH2:37][O:38][C:39](=[O:49])[CH2:40][CH2:41][CH2:42][CH2:43][CH2:44][CH2:45][CH2:46][CH2:47][CH3:48])(=[O:33])[CH2:24][CH2:25][CH2:26][CH2:27][CH2:28][CH2:29][CH2:30][CH2:31][CH3:32]. The yield is 0.300.